Dataset: Catalyst prediction with 721,799 reactions and 888 catalyst types from USPTO. Task: Predict which catalyst facilitates the given reaction. (1) Reactant: [Cl:1][C:2]1[CH:21]=[CH:20][C:5]([CH:6]([N:14]2[CH2:19][CH2:18][NH:17][CH2:16][CH2:15]2)[C:7]2[CH:12]=[CH:11][C:10]([Cl:13])=[CH:9][CH:8]=2)=[CH:4][CH:3]=1.C(N(CC)CC)C.[CH:29]1([C:33](Cl)=[O:34])[CH2:32][CH2:31][CH2:30]1. Product: [Cl:1][C:2]1[CH:21]=[CH:20][C:5]([CH:6]([C:7]2[CH:8]=[CH:9][C:10]([Cl:13])=[CH:11][CH:12]=2)[N:14]2[CH2:15][CH2:16][N:17]([C:33]([CH:29]3[CH2:32][CH2:31][CH2:30]3)=[O:34])[CH2:18][CH2:19]2)=[CH:4][CH:3]=1. The catalyst class is: 864. (2) Reactant: [CH3:1][C:2]1[CH:3]=[C:4]([OH:11])[C:5](=[CH:9][CH:10]=1)[C:6]([OH:8])=[O:7].S(=O)(=O)(O)O.[CH3:17][C:18]([CH3:20])=O. Product: [CH3:17][C:18]1([CH3:20])[O:7][C:6](=[O:8])[C:5]2[CH:9]=[CH:10][C:2]([CH3:1])=[CH:3][C:4]=2[O:11]1. The catalyst class is: 152.